This data is from NCI-60 drug combinations with 297,098 pairs across 59 cell lines. The task is: Regression. Given two drug SMILES strings and cell line genomic features, predict the synergy score measuring deviation from expected non-interaction effect. (1) Drug 1: C1CCC(C1)C(CC#N)N2C=C(C=N2)C3=C4C=CNC4=NC=N3. Drug 2: COC1=C(C=C2C(=C1)N=CN=C2NC3=CC(=C(C=C3)F)Cl)OCCCN4CCOCC4. Cell line: KM12. Synergy scores: CSS=40.2, Synergy_ZIP=-3.51, Synergy_Bliss=-6.60, Synergy_Loewe=-5.89, Synergy_HSA=-3.39. (2) Drug 1: C1=CC(=C2C(=C1NCCNCCO)C(=O)C3=C(C=CC(=C3C2=O)O)O)NCCNCCO. Drug 2: CC1C(C(CC(O1)OC2CC(OC(C2O)C)OC3=CC4=CC5=C(C(=O)C(C(C5)C(C(=O)C(C(C)O)O)OC)OC6CC(C(C(O6)C)O)OC7CC(C(C(O7)C)O)OC8CC(C(C(O8)C)O)(C)O)C(=C4C(=C3C)O)O)O)O. Cell line: HCT-15. Synergy scores: CSS=57.1, Synergy_ZIP=3.23, Synergy_Bliss=4.20, Synergy_Loewe=-6.20, Synergy_HSA=3.51.